Regression. Given a peptide amino acid sequence and an MHC pseudo amino acid sequence, predict their binding affinity value. This is MHC class II binding data. From a dataset of Peptide-MHC class II binding affinity with 134,281 pairs from IEDB. The peptide sequence is SQDLELSWNLCGLQAY. The MHC is DRB1_0802 with pseudo-sequence DRB1_0802. The binding affinity (normalized) is 0.282.